Task: Predict the reaction yield, written as a fraction of the theoretical maximum amount of product (1.0 means a 100% yield; for example, 0.34 means a 34% yield).. Dataset: Reaction yield outcomes from USPTO patents with 853,638 reactions (1) The reactants are [CH3:1][C:2]1[C:11]2[C:6](=[CH:7][CH:8]=[CH:9][CH:10]=2)[CH2:5][CH2:4][N:3]=1. The catalyst is ClCCl. The product is [CH3:1][C@@H:2]1[C:11]2[C:6](=[CH:7][CH:8]=[CH:9][CH:10]=2)[CH2:5][CH2:4][NH:3]1. The yield is 0.820. (2) The reactants are [CH3:1][O:2][C:3](=[O:29])[C@@H:4]([NH:21][C:22]([O:24][C:25]([CH3:28])([CH3:27])[CH3:26])=[O:23])[CH2:5][C:6]1[C:11]([CH3:12])=[CH:10][C:9](S(C(F)(F)F)(=O)=O)=[CH:8][C:7]=1[CH3:20].[C:30]([O-])([O-:32])=[O:31].[K+].[K+]. The catalyst is CN(C=O)C.CC([O-])=O.CC([O-])=O.[Pd+2].C1(P(C2C=CC=CC=2)[C-]2C=CC=C2)C=CC=CC=1.[C-]1(P(C2C=CC=CC=2)C2C=CC=CC=2)C=CC=C1.[Fe+2]. The product is [C:25]([O:24][C:22]([NH:21][C@H:4]([C:3]([O:2][CH3:1])=[O:29])[CH2:5][C:6]1[C:11]([CH3:12])=[CH:10][C:9]([C:30]([OH:32])=[O:31])=[CH:8][C:7]=1[CH3:20])=[O:23])([CH3:28])([CH3:27])[CH3:26]. The yield is 0.940. (3) The reactants are [C:1]([O:11][CH3:12])(=[O:10])[C:2]1[NH:9][C:7](=[O:8])[NH:6][C:4](=[O:5])[CH:3]=1.II.[I:15](O)(=O)(=O)=O. The catalyst is CO. The product is [CH3:12][O:11][C:1]([C:2]1[NH:9][C:7](=[O:8])[NH:6][C:4](=[O:5])[C:3]=1[I:15])=[O:10]. The yield is 0.970. (4) The reactants are [CH:1]12[O:7][CH:6]1[CH2:5][CH2:4][O:3][CH2:2]2.[N-:8]=[N+:9]=[N-:10].[Na+].[Cl-].[NH4+].O. The catalyst is CO. The product is [N:8]([CH:6]1[CH2:5][CH2:4][O:3][CH2:2][CH:1]1[OH:7])=[N+:9]=[N-:10]. The yield is 0.700. (5) The reactants are Cl.[CH3:2][C:3]1[N:4](C(OC(C)CC)=O)[C:5]2[C:6]([N:22]=1)=[N:7][CH:8]=[C:9]([C:11]1[CH:12]=[CH:13][C:14]3[O:20][CH2:19][CH2:18][NH:17][CH2:16][C:15]=3[CH:21]=1)[CH:10]=2.Cl[C:31]1[C:36]([CH3:37])=[C:35]([Cl:38])[N:34]=[CH:33][N:32]=1.C(N(C(C)C)CC)(C)C. The catalyst is CN1CCCC1=O.C(OCC)(=O)C. The product is [Cl:38][C:35]1[N:34]=[CH:33][N:32]=[C:31]([N:17]2[CH2:16][C:15]3[CH:21]=[C:11]([C:9]4[CH:10]=[C:5]5[NH:4][C:3]([CH3:2])=[N:22][C:6]5=[N:7][CH:8]=4)[CH:12]=[CH:13][C:14]=3[O:20][CH2:19][CH2:18]2)[C:36]=1[CH3:37]. The yield is 0.310. (6) The reactants are C([O:3][C:4](=[O:21])[C:5]([CH3:20])=[CH:6][C:7]1[CH:12]=[CH:11][C:10]([C:13]([F:16])([F:15])[F:14])=[CH:9][C:8]=1[CH2:17][CH2:18][CH3:19])C.[Li+].[OH-]. The catalyst is C1COCC1.O. The product is [CH3:20][C:5](=[CH:6][C:7]1[CH:12]=[CH:11][C:10]([C:13]([F:14])([F:15])[F:16])=[CH:9][C:8]=1[CH2:17][CH2:18][CH3:19])[C:4]([OH:21])=[O:3]. The yield is 0.960. (7) The reactants are [NH2:1][C:2]1[CH:29]=[CH:28][C:5]2[NH:6][C:7]([C:12]3[C:13](=[O:27])[N:14]([CH2:22][CH2:23][CH:24]([CH3:26])[CH3:25])[N:15]=[C:16]([CH:19]([CH3:21])[CH3:20])[C:17]=3[OH:18])=[N:8][S:9](=[O:11])(=[O:10])[C:4]=2[CH:3]=1.C(N(CC)CC)C.[C:37](Cl)(=[O:44])[C:38]1[CH:43]=[CH:42][CH:41]=[CH:40][CH:39]=1.C([O-])(O)=O.[Na+]. The catalyst is CN(C)C1C=CN=CC=1.CN(C=O)C. The product is [OH:18][C:17]1[C:16]([CH:19]([CH3:21])[CH3:20])=[N:15][N:14]([CH2:22][CH2:23][CH:24]([CH3:25])[CH3:26])[C:13](=[O:27])[C:12]=1[C:7]1[NH:6][C:5]2[CH:28]=[CH:29][C:2]([NH:1][C:37](=[O:44])[C:38]3[CH:43]=[CH:42][CH:41]=[CH:40][CH:39]=3)=[CH:3][C:4]=2[S:9](=[O:10])(=[O:11])[N:8]=1. The yield is 0.500.